This data is from Reaction yield outcomes from USPTO patents with 853,638 reactions. The task is: Predict the reaction yield, written as a fraction of the theoretical maximum amount of product (1.0 means a 100% yield; for example, 0.34 means a 34% yield). (1) The reactants are Cl[CH2:2][C:3]([N:5]1[CH2:10][CH2:9][N:8]([S:11]([C:14]2[CH:23]=[CH:22][C:21]3[C:16](=[CH:17][CH:18]=[CH:19][CH:20]=3)[CH:15]=2)(=[O:13])=[O:12])[CH2:7][CH2:6]1)=[O:4].[C:24]1([CH2:30]CC(O)=O)[CH:29]=[CH:28][CH:27]=[CH:26][CH:25]=1.CCN(C(C)C)C(C)C.CN(C(ON1N=NC2C=CC=NC1=2)=[N+](C)C)C.F[P-](F)(F)(F)(F)F. The catalyst is C(Cl)Cl. The product is [CH:15]1[C:16]2[C:21](=[CH:20][CH:19]=[CH:18][CH:17]=2)[CH:22]=[CH:23][C:14]=1[S:11]([N:8]1[CH2:9][CH2:10][N:5]([C:3](=[O:4])[CH2:2][CH2:30][C:24]2[CH:29]=[CH:28][CH:27]=[CH:26][CH:25]=2)[CH2:6][CH2:7]1)(=[O:13])=[O:12]. The yield is 0.827. (2) The reactants are [Cl:1][CH2:2][CH2:3][CH2:4][CH2:5][CH2:6][CH2:7][CH2:8][CH2:9][CH:10]=[CH2:11].[C:12]([O:16][CH3:17])(=[O:15])C=C. The catalyst is C(Cl)Cl. The product is [Cl:1][CH2:2][CH2:3][CH2:4][CH2:5][CH2:6][CH2:7][CH2:8][CH2:9]/[CH:10]=[CH:11]/[C:12]([O:16][CH3:17])=[O:15]. The yield is 0.850. (3) The reactants are [CH3:1][O:2][C:3]([NH:5][C@H:6]([C:10]([N:12]1[C:16]2([CH2:21][CH2:20][O:19][CH2:18][CH2:17]2)[CH2:15][CH2:14][CH:13]1[C:22]([O:24]CC)=[O:23])=[O:11])[CH:7]([CH3:9])[CH3:8])=[O:4].O.[OH-].[Li+].Cl. The catalyst is C1COCC1.O.CO. The product is [CH3:1][O:2][C:3]([NH:5][C@H:6]([C:10]([N:12]1[C:16]2([CH2:17][CH2:18][O:19][CH2:20][CH2:21]2)[CH2:15][CH2:14][CH:13]1[C:22]([OH:24])=[O:23])=[O:11])[CH:7]([CH3:9])[CH3:8])=[O:4]. The yield is 0.720. (4) The reactants are [F:1][C:2]1[CH:3]=[CH:4][C:5]2[N:6]([C:8]([CH2:18][C:19]3[N:20]([CH3:24])C=[CH:22][N:23]=3)=[C:9]([C:11]3[CH:16]=[CH:15][C:14]([F:17])=[CH:13][CH:12]=3)[N:10]=2)[CH:7]=1.FC1C=CC2[N:30](C(C=O)=C(C3C=CC(F)=CC=3)N=2)C=1.CN1C=NC=N1. No catalyst specified. The product is [F:1][C:2]1[CH:3]=[CH:4][C:5]2[N:6]([C:8]([CH2:18][C:19]3[N:20]([CH3:24])[N:30]=[CH:22][N:23]=3)=[C:9]([C:11]3[CH:12]=[CH:13][C:14]([F:17])=[CH:15][CH:16]=3)[N:10]=2)[CH:7]=1. The yield is 0.530.